Dataset: Forward reaction prediction with 1.9M reactions from USPTO patents (1976-2016). Task: Predict the product of the given reaction. (1) Given the reactants N[C:2]1[CH:3]=[C:4]2[C:8](=[CH:9][CH:10]=1)[N:7]([CH3:11])[C:6](=[O:12])[CH2:5]2.N([O-])=O.[Na+].[OH-].[Na+].[BrH:19], predict the reaction product. The product is: [Br:19][C:2]1[CH:3]=[C:4]2[C:8](=[CH:9][CH:10]=1)[N:7]([CH3:11])[C:6](=[O:12])[CH2:5]2. (2) Given the reactants C1(P(C2C=CC=CC=2)C2C=CC=CC=2)C=CC=CC=1.N(C(OCC)=O)=NC(OCC)=O.[F:32][C:33]([F:73])([F:72])[C:34]1[CH:35]=[C:36]([C:44]([CH3:71])([CH3:70])[C:45]([N:47]([C:49]2[C:50]([C:62]3[CH:67]=[CH:66][C:65]([F:68])=[CH:64][C:63]=3[CH3:69])=[CH:51][C:52]([N:55]3[CH2:60][CH2:59][CH:58]([OH:61])[CH2:57][CH2:56]3)=[N:53][CH:54]=2)[CH3:48])=[O:46])[CH:37]=[C:38]([C:40]([F:43])([F:42])[F:41])[CH:39]=1.[C:74](O)(=[S:76])[CH3:75], predict the reaction product. The product is: [F:73][C:33]([F:32])([F:72])[C:34]1[CH:35]=[C:36]([C:44]([CH3:70])([CH3:71])[C:45]([N:47]([CH3:48])[C:49]2[C:50]([C:62]3[CH:67]=[CH:66][C:65]([F:68])=[CH:64][C:63]=3[CH3:69])=[CH:51][C:52]([N:55]3[CH2:60][CH2:59][CH:58]([O:61][C:74](=[S:76])[CH3:75])[CH2:57][CH2:56]3)=[N:53][CH:54]=2)=[O:46])[CH:37]=[C:38]([C:40]([F:41])([F:42])[F:43])[CH:39]=1.